From a dataset of Forward reaction prediction with 1.9M reactions from USPTO patents (1976-2016). Predict the product of the given reaction. (1) Given the reactants S(Cl)(Cl)=O.[N:5]1[CH:10]=[CH:9][CH:8]=[CH:7][C:6]=1[C:11]([OH:13])=[O:12].[Br-].[Na+].[Cl:16]C1C=CN=C(CCl)C=1.[C:25](O)([CH3:28])([CH3:27])[CH3:26], predict the reaction product. The product is: [Cl:16][C:8]1[CH:9]=[CH:10][N:5]=[C:6]([C:11]([O:13][C:25]([CH3:28])([CH3:27])[CH3:26])=[O:12])[CH:7]=1. (2) Given the reactants [N:1]1[C:10]2[C:5](=[CH:6][C:7]([C:11]([OH:13])=O)=[CH:8][CH:9]=2)[CH:4]=[CH:3][CH:2]=1.C1N=CN(C(N2C=NC=C2)=O)C=1.[F:26][CH2:27][C:28]#[N:29].[Li+].C[Si]([N-][Si](C)(C)C)(C)C.C(OCC)C, predict the reaction product. The product is: [F:26][CH:27]([C:11](=[O:13])[C:7]1[CH:6]=[C:5]2[C:10](=[CH:9][CH:8]=1)[N:1]=[CH:2][CH:3]=[CH:4]2)[C:28]#[N:29]. (3) Given the reactants [N+:1]([C:4]1[CH:12]=[CH:11][CH:10]=[C:9]2[C:5]=1[CH2:6][N:7]([CH:14]1[CH2:19][CH2:18][C:17](=[O:20])[NH:16][C:15]1=[O:21])[C:8]2=[O:13])([O-])=O, predict the reaction product. The product is: [CH:11]1[CH:10]=[C:9]2[C:8](=[O:13])[N:7]([CH:14]3[C:15](=[O:21])[NH:16][C:17](=[O:20])[CH2:18][CH2:19]3)[CH2:6][C:5]2=[C:4]([NH2:1])[CH:12]=1.